From a dataset of Reaction yield outcomes from USPTO patents with 853,638 reactions. Predict the reaction yield, written as a fraction of the theoretical maximum amount of product (1.0 means a 100% yield; for example, 0.34 means a 34% yield). (1) The reactants are [CH:1]1([C:4]([NH:6][C:7]2[N:8]=[C:9]3[CH:14]=[CH:13][C:12]([O:15][C:16]4[CH:17]=[CH:18][C:19]([CH3:32])=[C:20]([NH:22][C:23]([C:25]5[N:29]([CH3:30])[N:28]=[C:27]([CH3:31])[CH:26]=5)=[O:24])[CH:21]=4)=[N:11][N:10]3[CH:33]=2)=[O:5])[CH2:3][CH2:2]1.O.[C:35]1([S:41]([OH:44])(=[O:43])=[O:42])[CH:40]=[CH:39][CH:38]=[CH:37][CH:36]=1. The catalyst is C(O)C. The product is [C:35]1([S:41]([OH:44])(=[O:43])=[O:42])[CH:40]=[CH:39][CH:38]=[CH:37][CH:36]=1.[CH:1]1([C:4]([NH:6][C:7]2[N:8]=[C:9]3[CH:14]=[CH:13][C:12]([O:15][C:16]4[CH:17]=[CH:18][C:19]([CH3:32])=[C:20]([NH:22][C:23]([C:25]5[N:29]([CH3:30])[N:28]=[C:27]([CH3:31])[CH:26]=5)=[O:24])[CH:21]=4)=[N:11][N:10]3[CH:33]=2)=[O:5])[CH2:3][CH2:2]1. The yield is 0.750. (2) The reactants are F[C:2](F)(F)[C:3]([OH:5])=O.F[C:9](F)(F)[C:10]([OH:12])=O.[NH2:15][C:16]1[N:21]=[CH:20][N:19]=[C:18]2[N:22]([CH:26]([C:28]3[CH:35]=[C:34](C)[C:31]([C:32]#[N:33])=[C:30]([CH:37]4CNC4)[C:29]=3OCC)[CH3:27])[N:23]=[C:24]([CH3:25])[C:17]=12.C[CH2:45][N:46](C(C)C)[CH:47](C)C.O1[CH2:55][CH2:54]1.O1CCC[CH2:57]1. No catalyst specified. The product is [NH2:15][C:16]1[N:21]=[CH:20][N:19]=[C:18]2[N:22]([CH:26]([C:28]3[CH:29]=[C:30]([CH3:37])[C:31]([C:32]#[N:33])=[C:34]([CH:55]4[CH2:54][N:46]([CH2:47][C:10]([OH:12])([CH3:9])[CH3:57])[CH2:45]4)[C:35]=3[O:5][CH2:3][CH3:2])[CH3:27])[N:23]=[C:24]([CH3:25])[C:17]=12. The yield is 0.500.